Dataset: Full USPTO retrosynthesis dataset with 1.9M reactions from patents (1976-2016). Task: Predict the reactants needed to synthesize the given product. (1) Given the product [N:8]1([C:1]([O:3][C:4]([CH3:7])([CH3:6])[CH3:5])=[O:2])[CH2:15][CH2:14][CH2:13][C@H:9]1[C:10]([O:12][CH2:17][C:18]([C:20]1[CH:25]=[CH:24][C:23]([Br:26])=[CH:22][CH:21]=1)=[O:19])=[O:11], predict the reactants needed to synthesize it. The reactants are: [C:1]([N:8]1[CH2:15][CH2:14][CH2:13][C@H:9]1[C:10]([OH:12])=[O:11])([O:3][C:4]([CH3:7])([CH3:6])[CH3:5])=[O:2].Br[CH2:17][C:18]([C:20]1[CH:25]=[CH:24][C:23]([Br:26])=[CH:22][CH:21]=1)=[O:19].CCN(C(C)C)C(C)C. (2) The reactants are: [NH2:1][CH:2]1[C:8](=[O:9])[NH:7][C:6]2[CH:10]=[CH:11][C:12]([N:14]3[CH2:18][C@H:17]([CH2:19][O:20][C:21](=[O:25])[CH2:22][CH2:23][CH3:24])[O:16][C:15]3=[O:26])=[CH:13][C:5]=2[CH2:4][CH2:3]1.C(N(CC)CC)C.Cl[C:35]([O:37][CH2:38][C:39]1[CH:44]=[CH:43][CH:42]=[CH:41][CH:40]=1)=[O:36]. Given the product [CH2:38]([O:37][C:35]([NH:1][CH:2]1[C:8](=[O:9])[NH:7][C:6]2[CH:10]=[CH:11][C:12]([N:14]3[CH2:18][C@H:17]([CH2:19][O:20][C:21](=[O:25])[CH2:22][CH2:23][CH3:24])[O:16][C:15]3=[O:26])=[CH:13][C:5]=2[CH2:4][CH2:3]1)=[O:36])[C:39]1[CH:44]=[CH:43][CH:42]=[CH:41][CH:40]=1, predict the reactants needed to synthesize it. (3) The reactants are: [Cl:1][C:2]1[N:7]=[C:6](/[CH:8]=[CH:9]/[N:10](C)[CH3:11])[C:5]2[C:13]([I:35])=[N:14][N:15]([C:16]([C:29]3[CH:34]=[CH:33][CH:32]=[CH:31][CH:30]=3)([C:23]3[CH:28]=[CH:27][CH:26]=[CH:25][CH:24]=3)[C:17]3[CH:22]=[CH:21][CH:20]=[CH:19][CH:18]=3)[C:4]=2[CH:3]=1.Cl.[CH2:37](N)C.C(O[BH-](OC(=O)C)OC(=O)C)(=O)C.[Na+]. Given the product [Cl:1][C:2]1[N:7]=[C:6]([CH2:8][CH2:9][NH:10][CH2:11][CH3:37])[C:5]2[C:13]([I:35])=[N:14][N:15]([C:16]([C:23]3[CH:24]=[CH:25][CH:26]=[CH:27][CH:28]=3)([C:17]3[CH:22]=[CH:21][CH:20]=[CH:19][CH:18]=3)[C:29]3[CH:34]=[CH:33][CH:32]=[CH:31][CH:30]=3)[C:4]=2[CH:3]=1, predict the reactants needed to synthesize it.